Dataset: M1 muscarinic receptor antagonist screen with 61,756 compounds. Task: Binary Classification. Given a drug SMILES string, predict its activity (active/inactive) in a high-throughput screening assay against a specified biological target. The drug is S(c1n2c3c(c(ccc3C)C)cc(c2nn1)C)CC(=O)Nc1noc(c1)C. The result is 0 (inactive).